From a dataset of Full USPTO retrosynthesis dataset with 1.9M reactions from patents (1976-2016). Predict the reactants needed to synthesize the given product. (1) The reactants are: O.[OH-].[Li+].C[O:5][C:6](=[O:37])/[C:7](/[NH:16][C:17](=[O:36])[C:18]1[CH:23]=[CH:22][C:21]([C:24]([NH:26][CH2:27][C:28]2[CH:33]=[CH:32][CH:31]=[C:30]([OH:34])[CH:29]=2)=[O:25])=[CH:20][C:19]=1[Cl:35])=[CH:8]/[C:9]1[CH:14]=[CH:13][C:12]([Br:15])=[CH:11][CH:10]=1. Given the product [Br:15][C:12]1[CH:13]=[CH:14][C:9](/[CH:8]=[C:7](\[NH:16][C:17](=[O:36])[C:18]2[CH:23]=[CH:22][C:21]([C:24]([NH:26][CH2:27][C:28]3[CH:33]=[CH:32][CH:31]=[C:30]([OH:34])[CH:29]=3)=[O:25])=[CH:20][C:19]=2[Cl:35])/[C:6]([OH:37])=[O:5])=[CH:10][CH:11]=1, predict the reactants needed to synthesize it. (2) Given the product [NH:1]([C:7]([O:9][C:10]([CH3:13])([CH3:12])[CH3:11])=[O:8])[C@H:2]([C:4]([NH:22][C@H:23]([C:25]([O:27][CH3:28])=[O:26])[CH3:24])=[O:6])[CH3:3], predict the reactants needed to synthesize it. The reactants are: [NH:1]([C:7]([O:9][C:10]([CH3:13])([CH3:12])[CH3:11])=[O:8])[C@H:2]([C:4]([OH:6])=O)[CH3:3].CN1CCOCC1.Cl.[NH2:22][C@H:23]([C:25]([O:27][CH3:28])=[O:26])[CH3:24].CN(C=O)C. (3) The reactants are: Cl[C:2]1[C:11]2[C:6](=[CH:7][C:8]([O:12][CH3:13])=[CH:9][CH:10]=2)[CH:5]=[C:4]([NH:14][C:15]2[CH:19]=[CH:18][NH:17][N:16]=2)[N:3]=1.[S:20]1[CH:24]=[CH:23][C:22](B(O)O)=[CH:21]1. Given the product [CH3:13][O:12][C:8]1[CH:7]=[C:6]2[C:11](=[CH:10][CH:9]=1)[C:2]([C:22]1[CH:23]=[CH:24][S:20][CH:21]=1)=[N:3][C:4]([NH:14][C:15]1[CH:19]=[CH:18][NH:17][N:16]=1)=[CH:5]2, predict the reactants needed to synthesize it.